This data is from Reaction yield outcomes from USPTO patents with 853,638 reactions. The task is: Predict the reaction yield, written as a fraction of the theoretical maximum amount of product (1.0 means a 100% yield; for example, 0.34 means a 34% yield). (1) The reactants are CC1(C)C(C)(C)OB([C:9]2[CH:14]=[CH:13][C:12]([C:15]3[CH:20]=[CH:19][C:18]([N:21]([C:29]4[CH:34]=[CH:33][C:32]([CH3:35])=[CH:31][CH:30]=4)[C:22]4[CH:27]=[CH:26][C:25]([CH3:28])=[CH:24][CH:23]=4)=[CH:17][CH:16]=3)=[CH:11][CH:10]=2)O1.[Br:37][C:38]1[CH:43]=[CH:42][C:41](I)=[CH:40][CH:39]=1.C(=O)([O-])[O-].[K+].[K+]. The yield is 0.830. The product is [Br:37][C:38]1[CH:43]=[CH:42][C:41]([C:9]2[CH:10]=[CH:11][C:12]([C:15]3[CH:20]=[CH:19][C:18]([N:21]([C:29]4[CH:30]=[CH:31][C:32]([CH3:35])=[CH:33][CH:34]=4)[C:22]4[CH:27]=[CH:26][C:25]([CH3:28])=[CH:24][CH:23]=4)=[CH:17][CH:16]=3)=[CH:13][CH:14]=2)=[CH:40][CH:39]=1. The catalyst is O1CCOCC1.O.C1C=CC([P]([Pd]([P](C2C=CC=CC=2)(C2C=CC=CC=2)C2C=CC=CC=2)([P](C2C=CC=CC=2)(C2C=CC=CC=2)C2C=CC=CC=2)[P](C2C=CC=CC=2)(C2C=CC=CC=2)C2C=CC=CC=2)(C2C=CC=CC=2)C2C=CC=CC=2)=CC=1. (2) The reactants are Br[C:2]1[CH:3]=[N:4][CH:5]=[N:6][CH:7]=1.C(O)C.C([Li])CCC.[Br:16][C:17]1[CH:22]=[CH:21][C:20]([C:23](=[O:28])[C:24]([CH3:27])([CH3:26])[CH3:25])=[C:19]([C:29]([F:32])([F:31])[F:30])[CH:18]=1. The catalyst is C1COCC1.CCOCC. The product is [Br:16][C:17]1[CH:22]=[CH:21][C:20]([C:23]([C:2]2[CH:3]=[N:4][CH:5]=[N:6][CH:7]=2)([OH:28])[C:24]([CH3:25])([CH3:26])[CH3:27])=[C:19]([C:29]([F:30])([F:31])[F:32])[CH:18]=1. The yield is 0.440. (3) The reactants are [Cl:1][C:2]1[CH:10]=[C:9]2[C:5]([CH2:6][C:7](=[O:11])[NH:8]2)=[CH:4][CH:3]=1.[F:12][C:13]1[CH:14]=[C:15]([CH:18]=[CH:19][CH:20]=1)[CH:16]=O.N1CCCCC1. The catalyst is CO. The product is [Cl:1][C:2]1[CH:10]=[C:9]2[C:5]([C:6](=[CH:16][C:15]3[CH:18]=[CH:19][CH:20]=[C:13]([F:12])[CH:14]=3)[C:7](=[O:11])[NH:8]2)=[CH:4][CH:3]=1. The yield is 0.760.